Dataset: NCI-60 drug combinations with 297,098 pairs across 59 cell lines. Task: Regression. Given two drug SMILES strings and cell line genomic features, predict the synergy score measuring deviation from expected non-interaction effect. (1) Drug 1: C1CCN(CC1)CCOC2=CC=C(C=C2)C(=O)C3=C(SC4=C3C=CC(=C4)O)C5=CC=C(C=C5)O. Drug 2: CC1CCCC2(C(O2)CC(NC(=O)CC(C(C(=O)C(C1O)C)(C)C)O)C(=CC3=CSC(=N3)C)C)C. Cell line: COLO 205. Synergy scores: CSS=-4.19, Synergy_ZIP=3.88, Synergy_Bliss=0.524, Synergy_Loewe=-9.61, Synergy_HSA=-7.57. (2) Drug 1: CCN(CC)CCCC(C)NC1=C2C=C(C=CC2=NC3=C1C=CC(=C3)Cl)OC. Drug 2: C1C(C(OC1N2C=NC(=NC2=O)N)CO)O. Cell line: NCI-H522. Synergy scores: CSS=23.0, Synergy_ZIP=-6.34, Synergy_Bliss=-4.65, Synergy_Loewe=0.932, Synergy_HSA=1.58. (3) Drug 1: C1CC(=O)NC(=O)C1N2CC3=C(C2=O)C=CC=C3N. Drug 2: C1CC(=O)NC(=O)C1N2C(=O)C3=CC=CC=C3C2=O. Cell line: HCT116. Synergy scores: CSS=-1.65, Synergy_ZIP=-1.78, Synergy_Bliss=-11.5, Synergy_Loewe=-11.4, Synergy_HSA=-11.1. (4) Drug 1: CC1C(C(=O)NC(C(=O)N2CCCC2C(=O)N(CC(=O)N(C(C(=O)O1)C(C)C)C)C)C(C)C)NC(=O)C3=C4C(=C(C=C3)C)OC5=C(C(=O)C(=C(C5=N4)C(=O)NC6C(OC(=O)C(N(C(=O)CN(C(=O)C7CCCN7C(=O)C(NC6=O)C(C)C)C)C)C(C)C)C)N)C. Drug 2: N.N.Cl[Pt+2]Cl. Cell line: UO-31. Synergy scores: CSS=30.4, Synergy_ZIP=-10.9, Synergy_Bliss=-3.54, Synergy_Loewe=-1.65, Synergy_HSA=-0.615. (5) Drug 1: CCCS(=O)(=O)NC1=C(C(=C(C=C1)F)C(=O)C2=CNC3=C2C=C(C=N3)C4=CC=C(C=C4)Cl)F. Drug 2: C1CCC(C1)C(CC#N)N2C=C(C=N2)C3=C4C=CNC4=NC=N3. Cell line: HCT116. Synergy scores: CSS=6.57, Synergy_ZIP=0.994, Synergy_Bliss=4.65, Synergy_Loewe=0.623, Synergy_HSA=0.865. (6) Drug 1: CC1=C(C=C(C=C1)NC2=NC=CC(=N2)N(C)C3=CC4=NN(C(=C4C=C3)C)C)S(=O)(=O)N.Cl. Drug 2: C(=O)(N)NO. Cell line: OVCAR-8. Synergy scores: CSS=11.2, Synergy_ZIP=-4.09, Synergy_Bliss=-1.59, Synergy_Loewe=-0.429, Synergy_HSA=-1.02. (7) Drug 1: C1=CN(C=N1)CC(O)(P(=O)(O)O)P(=O)(O)O. Drug 2: C(=O)(N)NO. Cell line: UO-31. Synergy scores: CSS=1.72, Synergy_ZIP=-1.27, Synergy_Bliss=-0.560, Synergy_Loewe=-1.05, Synergy_HSA=-0.908. (8) Drug 1: CN(C)C1=NC(=NC(=N1)N(C)C)N(C)C. Drug 2: CC1=C(C=C(C=C1)C(=O)NC2=CC(=CC(=C2)C(F)(F)F)N3C=C(N=C3)C)NC4=NC=CC(=N4)C5=CN=CC=C5. Cell line: HL-60(TB). Synergy scores: CSS=-9.99, Synergy_ZIP=6.60, Synergy_Bliss=4.78, Synergy_Loewe=-5.74, Synergy_HSA=-4.83. (9) Drug 1: CC1CCC2CC(C(=CC=CC=CC(CC(C(=O)C(C(C(=CC(C(=O)CC(OC(=O)C3CCCCN3C(=O)C(=O)C1(O2)O)C(C)CC4CCC(C(C4)OC)OCCO)C)C)O)OC)C)C)C)OC. Drug 2: CS(=O)(=O)OCCCCOS(=O)(=O)C. Cell line: NCI-H322M. Synergy scores: CSS=0.872, Synergy_ZIP=-0.146, Synergy_Bliss=-1.39, Synergy_Loewe=-8.69, Synergy_HSA=-3.48. (10) Drug 1: CC1C(C(CC(O1)OC2CC(CC3=C2C(=C4C(=C3O)C(=O)C5=C(C4=O)C(=CC=C5)OC)O)(C(=O)CO)O)N)O.Cl. Drug 2: CN(CCCl)CCCl.Cl. Cell line: OVCAR-8. Synergy scores: CSS=35.1, Synergy_ZIP=-7.90, Synergy_Bliss=-2.62, Synergy_Loewe=-11.8, Synergy_HSA=-1.52.